This data is from SARS-CoV-2 main protease (3CLPro) crystallographic fragment screen with 879 compounds. The task is: Binary Classification. Given a drug SMILES string, predict its activity (active/inactive) in a high-throughput screening assay against a specified biological target. (1) The compound is CC(=O)Nc1ccc(NC(=O)CC(C)C)cc1. The result is 0 (inactive). (2) The drug is COc1cc(CN)cc(OC)c1OC. The result is 0 (inactive). (3) The drug is COCc1nnc(N)s1. The result is 0 (inactive). (4) The drug is CC(=O)N1CCC2CC21c1ncc(F)cc1C. The result is 0 (inactive). (5) The compound is CC(=O)Nc1ccc(Oc2ncccn2)cc1. The result is 1 (active). (6) The molecule is CC(=O)NC(C)(C(=O)O)C1CC1. The result is 0 (inactive). (7) The drug is CCC(C)NC(=O)c1ccccc1N. The result is 0 (inactive).